From a dataset of Catalyst prediction with 721,799 reactions and 888 catalyst types from USPTO. Predict which catalyst facilitates the given reaction. Reactant: [CH3:1][C:2]([N:6]1[CH:10]=[C:9]([N+:11]([O-:13])=[O:12])[CH:8]=[N:7]1)([CH3:5])[CH2:3][OH:4].C(N(CC)CC)C.[CH3:21][S:22](Cl)(=[O:24])=[O:23].O. Product: [CH3:21][S:22]([O:4][CH2:3][C:2]([CH3:1])([N:6]1[CH:10]=[C:9]([N+:11]([O-:13])=[O:12])[CH:8]=[N:7]1)[CH3:5])(=[O:24])=[O:23]. The catalyst class is: 7.